From a dataset of Forward reaction prediction with 1.9M reactions from USPTO patents (1976-2016). Predict the product of the given reaction. (1) Given the reactants [NH2:1][C:2]1[N:7]=[C:6]([N:8]2[CH2:13][CH2:12][CH2:11][C@H:10]([C:14](O)=[O:15])[CH2:9]2)[CH:5]=[C:4]([C:17]2[CH:22]=[CH:21][C:20]([C:23]#[N:24])=[C:19]([F:25])[CH:18]=2)[N:3]=1.CN(C(ON1N=NC2C=CC=NC1=2)=[N+](C)C)C.F[P-](F)(F)(F)(F)F.CCN(C(C)C)C(C)C.[CH3:59][N:60]1[C:64]([NH2:65])=[CH:63][C:62]([CH3:66])=[N:61]1, predict the reaction product. The product is: [NH2:1][C:2]1[N:7]=[C:6]([N:8]2[CH2:13][CH2:12][CH2:11][C@H:10]([C:14]([NH:65][C:64]3[N:60]([CH3:59])[N:61]=[C:62]([CH3:66])[CH:63]=3)=[O:15])[CH2:9]2)[CH:5]=[C:4]([C:17]2[CH:22]=[CH:21][C:20]([C:23]#[N:24])=[C:19]([F:25])[CH:18]=2)[N:3]=1. (2) Given the reactants [C:1]([C:3]1[CH:4]=[C:5]([OH:9])[CH:6]=[CH:7][CH:8]=1)#[CH:2].Br[C:11]1[C:12]([NH2:18])=[N:13][CH:14]=[C:15]([Br:17])[N:16]=1.C(N(CC)CC)C, predict the reaction product. The product is: [NH2:18][C:12]1[C:11]([C:2]#[C:1][C:3]2[CH:4]=[C:5]([OH:9])[CH:6]=[CH:7][CH:8]=2)=[N:16][C:15]([Br:17])=[CH:14][N:13]=1. (3) The product is: [CH3:1][O:2][C:3]([C:5]1[CH:10]=[CH:9][C:8]([C:11]2[C:12]([CH3:50])([CH3:49])[C@H:13]3[C@:26]([CH3:29])([CH2:27][CH:28]=2)[C@@H:25]2[C@:16]([CH3:48])([C@@:17]4([CH3:47])[C@H:22]([CH2:23][CH2:24]2)[C@H:21]2[C@H:30]([C:33]5([CH3:36])[CH2:35][CH2:34]5)[CH2:31][CH2:32][C@:20]2([C:37]([O:39][Si:62]([C:58]([CH3:61])([CH3:60])[CH3:59])([CH3:64])[CH3:63])=[O:38])[CH2:19][CH2:18]4)[CH2:15][CH2:14]3)=[CH:7][CH:6]=1)=[O:4]. Given the reactants [CH3:1][O:2][C:3]([C:5]1[CH:10]=[CH:9][C:8]([C:11]2[C:12]([CH3:50])([CH3:49])[C@H:13]3[C@:26]([CH3:29])([CH2:27][CH:28]=2)[C@@H:25]2[C@:16]([CH3:48])([C@@:17]4([CH3:47])[C@H:22]([CH2:23][CH2:24]2)[C@H:21]2[C@H:30]([C:33]5([CH3:36])[CH2:35][CH2:34]5)[CH2:31][CH2:32][C@:20]2([C:37]([O:39]CC2C=CC=CC=2)=[O:38])[CH2:19][CH2:18]4)[CH2:15][CH2:14]3)=[CH:7][CH:6]=1)=[O:4].C(N(CC)CC)C.[C:58]([SiH:62]([CH3:64])[CH3:63])([CH3:61])([CH3:60])[CH3:59].CCOC(C)=O, predict the reaction product. (4) Given the reactants [Cl:1][C:2]1[N:7]=[C:6](Cl)[C:5]([F:9])=[CH:4][N:3]=1.C([Sn](CCCC)(CCCC)[C:15]([O:17][CH2:18][CH3:19])=[CH2:16])CCC, predict the reaction product. The product is: [Cl:1][C:2]1[N:7]=[C:6]([C:15]([O:17][CH2:18][CH3:19])=[CH2:16])[C:5]([F:9])=[CH:4][N:3]=1.